Dataset: Full USPTO retrosynthesis dataset with 1.9M reactions from patents (1976-2016). Task: Predict the reactants needed to synthesize the given product. Given the product [ClH:24].[CH2:1]([NH:8][C:9]([C@@H:11]1[CH2:15][CH2:14][CH2:13][C@@H:12]1[NH2:16])=[O:10])[C:2]1[CH:7]=[CH:6][CH:5]=[CH:4][CH:3]=1, predict the reactants needed to synthesize it. The reactants are: [CH2:1]([NH:8][C:9]([C@@H:11]1[CH2:15][CH2:14][CH2:13][C@@H:12]1[NH:16]C(OC(C)(C)C)=O)=[O:10])[C:2]1[CH:7]=[CH:6][CH:5]=[CH:4][CH:3]=1.[ClH:24].